Dataset: Peptide-MHC class II binding affinity with 134,281 pairs from IEDB. Task: Regression. Given a peptide amino acid sequence and an MHC pseudo amino acid sequence, predict their binding affinity value. This is MHC class II binding data. (1) The peptide sequence is PRARYGLVHVANNNY. The MHC is HLA-DPA10201-DPB11401 with pseudo-sequence HLA-DPA10201-DPB11401. The binding affinity (normalized) is 0.227. (2) The peptide sequence is KKPFMKMNISVIMLLVS. The MHC is DRB3_0301 with pseudo-sequence DRB3_0301. The binding affinity (normalized) is 0.808. (3) The peptide sequence is KEVEEAWASACGGTG. The MHC is DRB1_0401 with pseudo-sequence DRB1_0401. The binding affinity (normalized) is 0.127. (4) The peptide sequence is FGQNTSAIAAAEAQY. The MHC is HLA-DPA10201-DPB10501 with pseudo-sequence HLA-DPA10201-DPB10501. The binding affinity (normalized) is 0.155. (5) The peptide sequence is YDKFEANVSTVLTGK. The MHC is DRB1_0701 with pseudo-sequence DRB1_0701. The binding affinity (normalized) is 0.674. (6) The peptide sequence is YRVNRYTKSAHQKGE. The MHC is DRB1_0301 with pseudo-sequence DRB1_0301. The binding affinity (normalized) is 0.263. (7) The peptide sequence is EKKYFAATQWEPLAA. The MHC is HLA-DQA10501-DQB10301 with pseudo-sequence HLA-DQA10501-DQB10301. The binding affinity (normalized) is 0.336.